Dataset: Forward reaction prediction with 1.9M reactions from USPTO patents (1976-2016). Task: Predict the product of the given reaction. (1) Given the reactants C(OC([N:8]1[CH2:13][CH2:12][N:11]([C:14]2[S:15][C:16]([NH:24][CH3:25])=[C:17]([C:19]([O:21][CH2:22][CH3:23])=[O:20])[N:18]=2)[CH2:10][CH2:9]1)=O)(C)(C)C.[ClH:26], predict the reaction product. The product is: [ClH:26].[CH3:25][NH:24][C:16]1[S:15][C:14]([N:11]2[CH2:12][CH2:13][NH:8][CH2:9][CH2:10]2)=[N:18][C:17]=1[C:19]([O:21][CH2:22][CH3:23])=[O:20]. (2) Given the reactants Cl.[NH2:2][OH:3].[C:4]([O-:7])(O)=O.[Na+].[Cl:9][C:10]1[CH:15]=[CH:14][CH:13]=[C:12]([Cl:16])[C:11]=1[N:17]1[C:26]2[C:21](=[C:22]([C:34]3[CH:39]=[CH:38][CH:37]=[CH:36][C:35]=3[Cl:40])[CH:23]=[C:24]([CH:27]3[CH2:32][CH2:31][C:30](=O)[CH2:29][CH2:28]3)[CH:25]=2)[CH2:20][NH:19]C1=O, predict the reaction product. The product is: [Cl:9][C:10]1[CH:15]=[CH:14][CH:13]=[C:12]([Cl:16])[C:11]=1[N:17]1[C:26]2[C:21](=[C:22]([C:34]3[CH:39]=[CH:38][CH:37]=[CH:36][C:35]=3[Cl:40])[CH:23]=[C:24]([CH:27]3[CH2:32][CH2:31][C:30](=[N:2][OH:3])[CH2:29][CH2:28]3)[CH:25]=2)[CH2:20][NH:19][C:4]1=[O:7]. (3) Given the reactants Br[C:2]1[CH:14]=[CH:13][C:5]([O:6][CH:7]2[CH2:12][CH2:11][O:10][CH2:9][CH2:8]2)=[CH:4][CH:3]=1.C([Li])CCC.[S:20](Cl)([Cl:23])(=[O:22])=[O:21], predict the reaction product. The product is: [O:10]1[CH2:11][CH2:12][CH:7]([O:6][C:5]2[CH:13]=[CH:14][C:2]([S:20]([Cl:23])(=[O:22])=[O:21])=[CH:3][CH:4]=2)[CH2:8][CH2:9]1. (4) Given the reactants [Cl:1][C:2]1[CH:3]=[C:4]2[C:22](=[CH:23][CH:24]=1)[C:8]1([CH2:13][CH2:12][N:11]([C:14]([C:16]3[CH:21]=[CH:20][CH:19]=[CH:18][CH:17]=3)=[O:15])[CH2:10][CH2:9]1)[C:7](=[O:25])[C:6]([C:26]([NH:28][CH2:29][C:30]([O:32]C)=[O:31])=[O:27])=[C:5]2[OH:34].O.[OH-].[Li+], predict the reaction product. The product is: [Cl:1][C:2]1[CH:3]=[C:4]2[C:22](=[CH:23][CH:24]=1)[C:8]1([CH2:13][CH2:12][N:11]([C:14]([C:16]3[CH:21]=[CH:20][CH:19]=[CH:18][CH:17]=3)=[O:15])[CH2:10][CH2:9]1)[C:7](=[O:25])[C:6]([C:26]([NH:28][CH2:29][C:30]([OH:32])=[O:31])=[O:27])=[C:5]2[OH:34]. (5) The product is: [CH3:1][O:2][C:3]1[N:8]=[C:7]([O:9][CH3:10])[C:6]([C:21]2[C:16]([C:14]#[N:15])=[N:17][CH:18]=[CH:19][CH:20]=2)=[CH:5][N:4]=1. Given the reactants [CH3:1][O:2][C:3]1[N:8]=[C:7]([O:9][CH3:10])[C:6](B(O)O)=[CH:5][N:4]=1.[C:14]([C:16]1[C:21](Br)=[CH:20][CH:19]=[CH:18][N:17]=1)#[N:15].C([O-])([O-])=O.[Na+].[Na+].C1C=CC(P(C2C=CC=CC=2)C2C=CC=CC=2)=CC=1, predict the reaction product. (6) Given the reactants [O:1]([C:8]1[C:17]2[C:12](=[CH:13][CH:14]=[CH:15][CH:16]=2)[C:11]([CH:18]=[O:19])=[CH:10][CH:9]=1)[C:2]1[CH:7]=[CH:6][CH:5]=[CH:4][CH:3]=1.[BH4-].[Na+], predict the reaction product. The product is: [O:1]([C:8]1[C:17]2[C:12](=[CH:13][CH:14]=[CH:15][CH:16]=2)[C:11]([CH2:18][OH:19])=[CH:10][CH:9]=1)[C:2]1[CH:7]=[CH:6][CH:5]=[CH:4][CH:3]=1. (7) Given the reactants [OH:1][C:2]1[CH:3]=[C:4]([CH:9]=[C:10]([O:13][CH3:14])[C:11]=1[OH:12])[C:5]([O:7]C)=[O:6].C(=O)([O-])[O-].[K+].[K+].[I-].[K+].[CH2:23](Cl)[C:24]1[CH:29]=[CH:28][CH:27]=[CH:26][CH:25]=1, predict the reaction product. The product is: [CH2:23]([O:1][C:2]1[CH:3]=[C:4]([CH:9]=[C:10]([O:13][CH3:14])[C:11]=1[O:12][CH2:5][C:4]1[CH:9]=[CH:10][CH:11]=[CH:2][CH:3]=1)[C:5]([OH:7])=[O:6])[C:24]1[CH:29]=[CH:28][CH:27]=[CH:26][CH:25]=1.